Dataset: Reaction yield outcomes from USPTO patents with 853,638 reactions. Task: Predict the reaction yield, written as a fraction of the theoretical maximum amount of product (1.0 means a 100% yield; for example, 0.34 means a 34% yield). (1) The yield is 0.960. The reactants are S(=O)(=O)(O)O.[CH3:6][C@H:7]1[CH2:12][N:11](S(C2C=CC(C)=CC=2)(=O)=O)[C:10]2[CH:23]=[C:24]([C:27]3[CH:32]=[CH:31][C:30]([S:33]([CH3:36])(=[O:35])=[O:34])=[CH:29][CH:28]=3)[N:25]=[CH:26][C:9]=2[N:8]1[C:37](=[O:39])[CH3:38].[OH-].[Na+]. The catalyst is ClCCl. The product is [CH3:6][C@H:7]1[CH2:12][NH:11][C:10]2[CH:23]=[C:24]([C:27]3[CH:28]=[CH:29][C:30]([S:33]([CH3:36])(=[O:35])=[O:34])=[CH:31][CH:32]=3)[N:25]=[CH:26][C:9]=2[N:8]1[C:37](=[O:39])[CH3:38]. (2) The reactants are [Cl-].[O:2]=[C:3]([C:6]1[CH:11]=[CH:10][CH:9]=[CH:8][CH:7]=1)[CH2:4][NH3+:5].C(Cl)Cl.[C:15](OC(=O)C)(=[O:17])[CH3:16].CCN(C(C)C)C(C)C. The catalyst is CCOC(C)=O. The product is [O:2]=[C:3]([C:6]1[CH:11]=[CH:10][CH:9]=[CH:8][CH:7]=1)[CH2:4][NH:5][C:15](=[O:17])[CH3:16]. The yield is 0.740. (3) The yield is 0.627. The catalyst is O. The product is [Cl:12][C:10]1[CH:11]=[C:6]2[C:7](=[CH:8][C:9]=1[OH:13])[O:14][CH2:2][CH2:3][C:4]2=[O:5]. The reactants are Cl[CH2:2][CH2:3][C:4]([C:6]1[CH:11]=[C:10]([Cl:12])[C:9]([OH:13])=[CH:8][C:7]=1[OH:14])=[O:5].[OH-].[Na+].Cl. (4) The reactants are [Br:1][C:2]1[CH:7]=[CH:6][C:5]([NH:8][C:9]2[CH:17]=[N:16][CH:15]=[CH:14][C:10]=2[C:11]([OH:13])=O)=[C:4]([CH3:18])[CH:3]=1.CCN(C(C)C)C(C)C.Cl.[CH2:29]([O:31][NH2:32])[CH3:30]. The catalyst is CN(C=O)C. The product is [Br:1][C:2]1[CH:7]=[CH:6][C:5]([NH:8][C:9]2[CH:17]=[N:16][CH:15]=[CH:14][C:10]=2[C:11]([NH:32][O:31][CH2:29][CH3:30])=[O:13])=[C:4]([CH3:18])[CH:3]=1. The yield is 0.770. (5) The catalyst is C1COCC1. The product is [CH3:3][C:2]1([CH3:1])[O:21][C:30](=[O:32])[N:6]([C:7]2[CH:12]=[N:11][C:10]([C:13]#[C:14][C:15]3[CH:16]=[CH:17][CH:18]=[CH:19][CH:20]=3)=[CH:9][N:8]=2)[CH2:5][CH2:4]1. The reactants are [CH3:1][C:2]([OH:21])([CH2:4][CH2:5][NH:6][C:7]1[CH:12]=[N:11][C:10]([C:13]#[C:14][C:15]2[CH:20]=[CH:19][CH:18]=[CH:17][CH:16]=2)=[CH:9][N:8]=1)[CH3:3].C(N(CC)CC)C.Cl[C:30](Cl)([O:32]C(=O)OC(Cl)(Cl)Cl)Cl. The yield is 0.720. (6) The reactants are [CH:1]1([CH2:4][OH:5])[CH2:3][CH2:2]1.C1(P(C2C=CC=CC=2)C2C=CC=CC=2)C=CC=CC=1.O[N:26]1[C:30](=[O:31])[C:29]2=[CH:32][CH:33]=[CH:34][CH:35]=[C:28]2[C:27]1=[O:36].CCOC(/N=N/C(OCC)=O)=O. The catalyst is C1COCC1. The product is [CH:1]1([CH2:4][O:5][N:26]2[C:27](=[O:36])[C:28]3=[CH:35][CH:34]=[CH:33][CH:32]=[C:29]3[C:30]2=[O:31])[CH2:3][CH2:2]1. The yield is 0.860. (7) The reactants are [NH2:1][C:2]1[C:7]([C:8]#[N:9])=[C:6]([OH:10])[N:5]=[C:4]([CH3:11])[CH:3]=1.O.NN. The catalyst is C(O)C.[Ni]. The product is [NH2:1][C:2]1[CH:3]=[C:4]([CH3:11])[N:5]=[C:6]([OH:10])[C:7]=1[CH2:8][NH2:9]. The yield is 0.560. (8) The reactants are Br[C:2]1[C:10]2[S:9][C:8]([NH:11][C:12]([C:14]3[S:15][C:16]([CH3:19])=[CH:17][CH:18]=3)=[O:13])=[N:7][C:6]=2[C:5]([O:20][CH3:21])=[CH:4][CH:3]=1.[N:22]1[CH:27]=[CH:26][C:25](B(O)O)=[CH:24][CH:23]=1. No catalyst specified. The product is [CH3:21][O:20][C:5]1[C:6]2[N:7]=[C:8]([NH:11][C:12]([C:14]3[S:15][C:16]([CH3:19])=[CH:17][CH:18]=3)=[O:13])[S:9][C:10]=2[C:2]([C:25]2[CH:26]=[CH:27][N:22]=[CH:23][CH:24]=2)=[CH:3][CH:4]=1. The yield is 0.0600.